From a dataset of NCI-60 drug combinations with 297,098 pairs across 59 cell lines. Regression. Given two drug SMILES strings and cell line genomic features, predict the synergy score measuring deviation from expected non-interaction effect. (1) Drug 1: C1=NC2=C(N=C(N=C2N1C3C(C(C(O3)CO)O)F)Cl)N. Drug 2: C1C(C(OC1N2C=NC(=NC2=O)N)CO)O. Cell line: PC-3. Synergy scores: CSS=20.5, Synergy_ZIP=-5.38, Synergy_Bliss=-0.736, Synergy_Loewe=-7.41, Synergy_HSA=2.74. (2) Drug 1: CS(=O)(=O)C1=CC(=C(C=C1)C(=O)NC2=CC(=C(C=C2)Cl)C3=CC=CC=N3)Cl. Drug 2: C1=CC(=CC=C1CC(C(=O)O)N)N(CCCl)CCCl.Cl. Cell line: SN12C. Synergy scores: CSS=18.1, Synergy_ZIP=-5.29, Synergy_Bliss=7.15, Synergy_Loewe=-1.01, Synergy_HSA=5.99.